This data is from Catalyst prediction with 721,799 reactions and 888 catalyst types from USPTO. The task is: Predict which catalyst facilitates the given reaction. Reactant: [I:1][C:2]1[CH:3]=[N:4][C:5](Cl)=[C:6]([CH:11]=1)[C:7]([O:9][CH3:10])=[O:8].[F:13][C:14]([F:24])([F:23])[C:15]1[CH:22]=[CH:21][C:18]([CH2:19][NH2:20])=[CH:17][CH:16]=1. Product: [I:1][C:2]1[CH:3]=[N:4][C:5]([NH:20][CH2:19][C:18]2[CH:17]=[CH:16][C:15]([C:14]([F:13])([F:23])[F:24])=[CH:22][CH:21]=2)=[C:6]([CH:11]=1)[C:7]([O:9][CH3:10])=[O:8]. The catalyst class is: 653.